From a dataset of Full USPTO retrosynthesis dataset with 1.9M reactions from patents (1976-2016). Predict the reactants needed to synthesize the given product. (1) Given the product [SH:21][C:18]1[S:20][CH:2]=[C:3]([C:5]2[CH2:6][C@@H:7]([CH3:17])[N:8]([C:11]([O:13][CH2:14][CH:15]=[CH2:16])=[O:12])[CH2:9][CH:10]=2)[N:19]=1, predict the reactants needed to synthesize it. The reactants are: Cl[CH2:2][C:3]([C:5]1[CH2:6][C@@H:7]([CH3:17])[N:8]([C:11]([O:13][CH2:14][CH:15]=[CH2:16])=[O:12])[CH2:9][CH:10]=1)=O.[C:18](=[S:21])([S-:20])[NH2:19].[NH4+]. (2) Given the product [CH3:1][C:2]1[N:6]=[C:5]([C:7]2[CH:8]=[CH:9][C:10]([CH2:13][C:14]3[CH:31]=[CH:30][C:17]4[CH2:18][CH2:19][NH:20][CH2:21][CH2:22][C:16]=4[CH:15]=3)=[CH:11][CH:12]=2)[O:4][N:3]=1, predict the reactants needed to synthesize it. The reactants are: [CH3:1][C:2]1[N:6]=[C:5]([C:7]2[CH:12]=[CH:11][C:10]([CH2:13][C:14]3[CH:31]=[CH:30][C:17]4[CH2:18][CH2:19][N:20](C(OC(C)(C)C)=O)[CH2:21][CH2:22][C:16]=4[CH:15]=3)=[CH:9][CH:8]=2)[O:4][N:3]=1.FC(F)(F)C(O)=O. (3) Given the product [CH3:1][C:2]1[C:3]([NH:16][CH2:24][C:25]([O:27][CH3:28])=[O:26])=[CH:4][S:5][C:6]=1[C:7]1[CH:12]=[CH:11][CH:10]=[C:9]([N+:13]([O-:15])=[O:14])[CH:8]=1, predict the reactants needed to synthesize it. The reactants are: [CH3:1][C:2]1[C:3]([NH2:16])=[CH:4][S:5][C:6]=1[C:7]1[CH:12]=[CH:11][CH:10]=[C:9]([N+:13]([O-:15])=[O:14])[CH:8]=1.C([O-])([O-])=O.[K+].[K+].Br[CH2:24][C:25]([O:27][CH3:28])=[O:26]. (4) Given the product [Br:1][C:2]1[C:10]2[C:5](=[N:6][CH:7]=[C:8]3[C:13](=[O:14])[N:12]([CH2:15][CH2:16][C:17]4[CH:18]=[CH:19][CH:20]=[CH:21][CH:22]=4)[C:11](=[O:23])[C:9]3=2)[N:4]([CH2:38][C:37]2[CH:40]=[CH:41][C:34]([O:33][CH3:32])=[CH:35][CH:36]=2)[N:3]=1, predict the reactants needed to synthesize it. The reactants are: [Br:1][C:2]1[C:10]2[C:5](=[N:6][CH:7]=[C:8]3[C:13](=[O:14])[N:12]([CH2:15][CH2:16][C:17]4[CH:22]=[CH:21][CH:20]=[CH:19][CH:18]=4)[C:11](=[O:23])[C:9]3=2)[NH:4][N:3]=1.C(=O)([O-])[O-].[Cs+].[Cs+].[I-].[Na+].[CH3:32][O:33][C:34]1[CH:41]=[CH:40][C:37]([CH2:38]Cl)=[CH:36][CH:35]=1. (5) Given the product [Cl:17][C:18]1[CH:23]=[CH:22][C:21]([NH:24][C:25]([NH:16][C:11]([O:10][CH2:8][CH3:9])=[CH:12][C:13](=[O:15])[CH3:14])=[O:26])=[CH:20][CH:19]=1, predict the reactants needed to synthesize it. The reactants are: O=C(C)CC#N.Cl.[CH2:8]([O:10][C:11](=[NH:16])[CH2:12][C:13](=[O:15])[CH3:14])[CH3:9].[Cl:17][C:18]1[CH:23]=[CH:22][C:21]([N:24]=[C:25]=[O:26])=[CH:20][CH:19]=1.